Task: Predict the reaction yield, written as a fraction of the theoretical maximum amount of product (1.0 means a 100% yield; for example, 0.34 means a 34% yield).. Dataset: Reaction yield outcomes from USPTO patents with 853,638 reactions The product is [CH2:1]([O:8][C:9]1[CH:18]=[C:17]2[C:12]([C:13]([Cl:35])=[CH:14][CH:15]=[N:16]2)=[CH:11][C:10]=1[O:20][CH3:21])[C:2]1[CH:7]=[CH:6][CH:5]=[CH:4][CH:3]=1. No catalyst specified. The reactants are [CH2:1]([O:8][C:9]1[CH:18]=[C:17]2[C:12]([C:13](O)=[CH:14][CH:15]=[N:16]2)=[CH:11][C:10]=1[O:20][CH3:21])[C:2]1[CH:7]=[CH:6][CH:5]=[CH:4][CH:3]=1.C(=O)([O-])[O-].[Na+].[Na+].C(=O)(O)[O-].[Na+].P(Cl)(Cl)([Cl:35])=O. The yield is 0.950.